Task: Predict which catalyst facilitates the given reaction.. Dataset: Catalyst prediction with 721,799 reactions and 888 catalyst types from USPTO (1) Reactant: C[N:2](C)[CH:3]=[CH:4][C:5]([C:7]1[C:12](=[O:13])[CH:11]=[CH:10][N:9]([C:14]2[CH:21]=[CH:20][C:17]([C:18]#[N:19])=[CH:16][CH:15]=2)[N:8]=1)=O.[C:23]1([NH:29]N)[CH:28]=[CH:27][CH:26]=[CH:25][CH:24]=1. Product: [O:13]=[C:12]1[CH:11]=[CH:10][N:9]([C:14]2[CH:21]=[CH:20][C:17]([C:18]#[N:19])=[CH:16][CH:15]=2)[N:8]=[C:7]1[C:5]1[N:29]([C:23]2[CH:28]=[CH:27][CH:26]=[CH:25][CH:24]=2)[N:2]=[CH:3][CH:4]=1. The catalyst class is: 5. (2) The catalyst class is: 79. Reactant: [CH3:1][O:2][C:3]1[CH:4]=[CH:5][C:6]2[N:10]([CH3:11])[C:9](=[O:12])[N:8]([CH2:13][C@H:14]3[CH2:19][CH2:18][C@H:17]([C:20]([NH:22][NH:23][C:24]([C:26]4[CH:30]=[C:29]([CH3:31])[N:28]([C:32]([CH3:35])([CH3:34])[CH3:33])[N:27]=4)=O)=[O:21])[CH2:16][CH2:15]3)[C:7]=2[CH:36]=1. Product: [C:32]([N:28]1[C:29]([CH3:31])=[CH:30][CH:26]([C:24]2[O:21][C:20]([C@H:17]3[CH2:16][CH2:15][C@H:14]([CH2:13][N:8]4[C:7]5[CH:36]=[C:3]([O:2][CH3:1])[CH:4]=[CH:5][C:6]=5[N:10]([CH3:11])[C:9]4=[O:12])[CH2:19][CH2:18]3)=[N:22][N:23]=2)[NH:27]1)([CH3:35])([CH3:34])[CH3:33]. (3) Reactant: [C:1]([O:10][CH2:11][CH3:12])(=[O:9])/[CH:2]=[CH:3]\[C:4]([O:6][CH2:7][CH3:8])=[O:5].[NH2:13][CH2:14][CH2:15][CH2:16][CH2:17][NH:18][CH2:19][CH2:20][CH2:21][NH2:22]. Product: [O:9]=[C:1]([CH2:2][CH:3]([C:4]([O:6][CH2:7][CH3:8])=[O:5])[NH:22][CH2:21][CH2:20][CH2:19][NH:18][CH2:17][CH2:16][CH2:15][CH2:14][NH:13][CH:2]([C:1]([O:10][CH2:11][CH3:12])=[O:9])[CH2:3][C:4]([O:6][CH2:7][CH3:8])=[O:5])[O:10][CH2:11][CH3:12]. The catalyst class is: 1.